From a dataset of Forward reaction prediction with 1.9M reactions from USPTO patents (1976-2016). Predict the product of the given reaction. (1) Given the reactants [CH2:1]([S:3](Cl)(=[O:5])=[O:4])[CH3:2].[NH2:7][C@H:8]1[CH2:13][CH2:12][C:11]([F:15])([F:14])[CH2:10][C@@H:9]1[CH2:16][O:17][C:18]1[CH:23]=[CH:22][C:21]([C:24]2[C:31]([F:32])=[CH:30][C:27]([C:28]#[N:29])=[CH:26][N:25]=2)=[CH:20][CH:19]=1.Cl.C(N(CC)CC)C, predict the reaction product. The product is: [C:28]([C:27]1[CH:30]=[C:31]([F:32])[C:24]([C:21]2[CH:20]=[CH:19][C:18]([O:17][CH2:16][C@H:9]3[CH2:10][C:11]([F:15])([F:14])[CH2:12][CH2:13][C@@H:8]3[NH:7][S:3]([CH2:1][CH3:2])(=[O:5])=[O:4])=[CH:23][CH:22]=2)=[N:25][CH:26]=1)#[N:29]. (2) The product is: [NH2:13][C:4]1[CH:3]=[C:2]([Br:1])[C:11]([F:12])=[CH:10][C:5]=1[C:6]([O:8][CH3:9])=[O:7]. Given the reactants [Br:1][C:2]1[C:11]([F:12])=[CH:10][C:5]([C:6]([O:8][CH3:9])=[O:7])=[C:4]([N+:13]([O-])=O)[CH:3]=1.Cl[Sn]Cl.C([O-])(O)=O.[Na+].C(OCC)(=O)C, predict the reaction product. (3) Given the reactants [C:1]([O:5][C:6](=[O:20])[C@@H:7]([NH:10][C:11]([C:13]1[C:18]([NH2:19])=[CH:17][CH:16]=[CH:15][N:14]=1)=[O:12])[CH2:8][CH3:9])([CH3:4])([CH3:3])[CH3:2].[C:21](N1C=CN=C1)(N1C=CN=C1)=[O:22].N12CCCN=C1CCCCC2.O, predict the reaction product. The product is: [C:1]([O:5][C:6](=[O:20])[C@@H:7]([N:10]1[C:11](=[O:12])[C:13]2[N:14]=[CH:15][CH:16]=[CH:17][C:18]=2[NH:19][C:21]1=[O:22])[CH2:8][CH3:9])([CH3:2])([CH3:3])[CH3:4]. (4) Given the reactants [CH2:1]([N:8]([CH2:45][C:46]1[CH:51]=[CH:50][CH:49]=[CH:48][CH:47]=1)[C:9]1[N:14]=[CH:13][N:12]=[C:11]([NH:15][C:16]2[CH:17]=[C:18]([N:22]([CH3:30])[C:23](=[O:29])[O:24][C:25]([CH3:28])([CH3:27])[CH3:26])[CH:19]=[CH:20][CH:21]=2)[C:10]=1[NH:31][C:32]1[CH:37]=[CH:36][C:35]([O:38][C:39]2[CH:44]=[CH:43][CH:42]=[CH:41][CH:40]=2)=[CH:34][N:33]=1)[C:2]1[CH:7]=[CH:6][CH:5]=[CH:4][CH:3]=1.Cl[C:53](Cl)([O:55]C(=O)OC(Cl)(Cl)Cl)Cl, predict the reaction product. The product is: [CH2:45]([N:8]([CH2:1][C:2]1[CH:7]=[CH:6][CH:5]=[CH:4][CH:3]=1)[C:9]1[N:14]=[CH:13][N:12]=[C:11]2[C:10]=1[N:31]([C:32]1[CH:37]=[CH:36][C:35]([O:38][C:39]3[CH:40]=[CH:41][CH:42]=[CH:43][CH:44]=3)=[CH:34][N:33]=1)[C:53](=[O:55])[N:15]2[C:16]1[CH:17]=[C:18]([N:22]([CH3:30])[C:23](=[O:29])[O:24][C:25]([CH3:27])([CH3:28])[CH3:26])[CH:19]=[CH:20][CH:21]=1)[C:46]1[CH:47]=[CH:48][CH:49]=[CH:50][CH:51]=1. (5) Given the reactants [OH:1][C:2]1[CH:7]=[CH:6][C:5]([C:8]2[CH:15]=[CH:14][C:11]([CH2:12][NH2:13])=[CH:10][CH:9]=2)=[CH:4][CH:3]=1.[F:16][C:17]([F:43])([F:42])[C:18]1[CH:23]=[CH:22][C:21]([C:24]2[C:25]([C:30]([NH:32][C:33]3[CH:34]=[C:35]([C:39](O)=[O:40])[N:36]([CH3:38])[CH:37]=3)=[O:31])=[CH:26][CH:27]=[CH:28][CH:29]=2)=[CH:20][CH:19]=1.CN(C(ON1N=NC2C=CC=CC1=2)=[N+](C)C)C.[B-](F)(F)(F)F.C(N(C(C)C)C(C)C)C, predict the reaction product. The product is: [OH:1][C:2]1[CH:3]=[CH:4][C:5]([C:8]2[CH:15]=[CH:14][C:11]([CH2:12][NH:13][C:39]([C:35]3[N:36]([CH3:38])[CH:37]=[C:33]([NH:32][C:30]([C:25]4[C:24]([C:21]5[CH:20]=[CH:19][C:18]([C:17]([F:43])([F:16])[F:42])=[CH:23][CH:22]=5)=[CH:29][CH:28]=[CH:27][CH:26]=4)=[O:31])[CH:34]=3)=[O:40])=[CH:10][CH:9]=2)=[CH:6][CH:7]=1. (6) Given the reactants [Br:1][C:2]1[CH:6]=[CH:5][S:4][C:3]=1[C:7]([OH:9])=[O:8].[CH3:10]O, predict the reaction product. The product is: [Br:1][C:2]1[CH:6]=[CH:5][S:4][C:3]=1[C:7]([O:9][CH3:10])=[O:8]. (7) Given the reactants C[Mg]I.[Cl:4][C:5]1[CH:6]=[CH:7][C:8]([F:18])=[C:9]([C:11]2[O:15][N:14]=[C:13]([CH:16]=[O:17])[CH:12]=2)[CH:10]=1.[C:19](OCC)(=O)C.[Cl-].[NH4+], predict the reaction product. The product is: [Cl:4][C:5]1[CH:6]=[CH:7][C:8]([F:18])=[C:9]([C:11]2[O:15][N:14]=[C:13]([CH:16]([OH:17])[CH3:19])[CH:12]=2)[CH:10]=1.